This data is from Forward reaction prediction with 1.9M reactions from USPTO patents (1976-2016). The task is: Predict the product of the given reaction. (1) Given the reactants Cl[C:2]1[C:11]2[C:6](=[N:7][C:8]([C:12]3[C:17]([C:18]([F:21])([F:20])[F:19])=[CH:16][CH:15]=[CH:14][N:13]=3)=[CH:9][CH:10]=2)[N:5]=[C:4]([O:22]C)[CH:3]=1.[F:24][C:25]([F:34])([F:33])[C:26]1[CH:32]=[CH:31][C:29]([NH2:30])=[CH:28][CH:27]=1.Cl.CCOCC, predict the reaction product. The product is: [F:24][C:25]([F:33])([F:34])[C:26]1[CH:27]=[CH:28][C:29]([NH:30][C:2]2[C:11]3[C:6](=[N:7][C:8]([C:12]4[C:17]([C:18]([F:21])([F:20])[F:19])=[CH:16][CH:15]=[CH:14][N:13]=4)=[CH:9][CH:10]=3)[N:5]=[C:4]([OH:22])[CH:3]=2)=[CH:31][CH:32]=1. (2) Given the reactants O1CCCCC1[O:7][NH:8][C:9](=[O:37])[CH2:10][C:11]1([C:24]2[S:25][C:26]([C:29]3[CH:34]=[CH:33][C:32]([O:35][CH3:36])=[CH:31][CH:30]=3)=[CH:27][CH:28]=2)[S:17](=[O:19])(=[O:18])[CH2:16][CH2:15][N:14]([S:20]([CH3:23])(=[O:22])=[O:21])[CH2:13][CH2:12]1.Cl, predict the reaction product. The product is: [OH:7][NH:8][C:9](=[O:37])[CH2:10][C:11]1([C:24]2[S:25][C:26]([C:29]3[CH:34]=[CH:33][C:32]([O:35][CH3:36])=[CH:31][CH:30]=3)=[CH:27][CH:28]=2)[S:17](=[O:18])(=[O:19])[CH2:16][CH2:15][N:14]([S:20]([CH3:23])(=[O:22])=[O:21])[CH2:13][CH2:12]1. (3) Given the reactants [OH:1][CH2:2][C:3]1[CH:8]=[CH:7][C:6]([C:9]2[C:18]([C:19]3[CH:24]=[CH:23][CH:22]=[CH:21][CH:20]=3)=[CH:17][C:16]3[CH:15]=[CH:14][NH:13][C:12](=[O:25])[C:11]=3[N:10]=2)=[CH:5][CH:4]=1, predict the reaction product. The product is: [O:25]=[C:12]1[C:11]2[N:10]=[C:9]([C:6]3[CH:7]=[CH:8][C:3]([CH:2]=[O:1])=[CH:4][CH:5]=3)[C:18]([C:19]3[CH:20]=[CH:21][CH:22]=[CH:23][CH:24]=3)=[CH:17][C:16]=2[CH:15]=[CH:14][NH:13]1. (4) Given the reactants [F:1][C:2]1[CH:3]=[C:4]([NH2:17])[C:5]([NH2:16])=[CH:6][C:7]=1[N:8]1[CH2:14][CH2:13][CH2:12][N:11]([CH3:15])[CH2:10][CH2:9]1.C(N(CC)CC)C.C1[C:37]2[C:36](=[O:38])[C:35]3C(=CC=CC=3)C=2C(C(Cl)=O)=CC=1, predict the reaction product. The product is: [CH:36]([O:38][CH:13]([CH3:12])[CH3:14])([CH3:37])[CH3:35].[NH2:16][C:5]1[CH:6]=[C:7]([N:8]2[CH2:14][CH2:13][CH2:12][N:11]([CH3:15])[CH2:10][CH2:9]2)[C:2]([F:1])=[CH:3][C:4]=1[NH-:17]. (5) Given the reactants [CH2:1]([C:3]1[CH:4]=[C:5]([C:20]2[CH:25]=[CH:24][C:23]([F:26])=[CH:22][CH:21]=2)[CH:6]=[CH:7][C:8]=1[CH:9]1[C:14](=[O:15])[CH:13]([CH3:16])[O:12][C:11]([CH3:18])([CH3:17])[C:10]1=[O:19])[CH3:2].C(N(CC)CC)C.[C:34](Cl)(=[O:36])[CH3:35], predict the reaction product. The product is: [CH2:1]([C:3]1[CH:4]=[C:5]([C:20]2[CH:25]=[CH:24][C:23]([F:26])=[CH:22][CH:21]=2)[CH:6]=[CH:7][C:8]=1[C:9]1[C:14](=[O:15])[CH:13]([CH3:16])[O:12][C:11]([CH3:18])([CH3:17])[C:10]=1[O:19][C:34](=[O:36])[CH3:35])[CH3:2]. (6) Given the reactants [F:1][C:2]([F:34])([F:33])[C:3]1[CH:4]=[C:5]([CH:26]=[C:27]([C:29]([F:32])([F:31])[F:30])[CH:28]=1)[C:6]([N:8]1[CH2:25][CH2:24][C:11]2([C:15](=[O:16])[NH:14][C:13](=[O:17])[CH:12]2[C:18]2[CH:23]=[CH:22][CH:21]=[CH:20][CH:19]=2)[CH2:10][CH2:9]1)=[O:7].O[CH2:36][CH2:37][N:38]1[CH2:43][CH2:42][O:41][CH2:40][CH2:39]1, predict the reaction product. The product is: [F:32][C:29]([F:30])([F:31])[C:27]1[CH:26]=[C:5]([CH:4]=[C:3]([C:2]([F:1])([F:33])[F:34])[CH:28]=1)[C:6]([N:8]1[CH2:9][CH2:10][C:11]2([C:15](=[O:16])[N:14]([CH2:36][CH2:37][N:38]3[CH2:43][CH2:42][O:41][CH2:40][CH2:39]3)[C:13](=[O:17])[CH:12]2[C:18]2[CH:19]=[CH:20][CH:21]=[CH:22][CH:23]=2)[CH2:24][CH2:25]1)=[O:7]. (7) Given the reactants [CH3:1][C:2]1[CH:7]=[CH:6][C:5]([NH:8][C:9]2[CH:10]=[C:11]([OH:18])[CH:12]=[CH:13][C:14]=2[N+:15]([O-:17])=[O:16])=[CH:4][CH:3]=1.[CH3:19][O:20][C:21](=[O:28])[CH2:22][CH2:23][CH2:24][CH2:25][CH2:26]Br, predict the reaction product. The product is: [CH3:19][O:20][C:21](=[O:28])[CH2:22][CH2:23][CH2:24][CH2:25][CH2:26][O:18][C:11]1[CH:12]=[CH:13][C:14]([N+:15]([O-:17])=[O:16])=[C:9]([NH:8][C:5]2[CH:4]=[CH:3][C:2]([CH3:1])=[CH:7][CH:6]=2)[CH:10]=1.